From a dataset of Peptide-MHC class I binding affinity with 185,985 pairs from IEDB/IMGT. Regression. Given a peptide amino acid sequence and an MHC pseudo amino acid sequence, predict their binding affinity value. This is MHC class I binding data. (1) The peptide sequence is QAHMGIAGL. The MHC is HLA-B39:01 with pseudo-sequence HLA-B39:01. The binding affinity (normalized) is 0.0847. (2) The peptide sequence is ACMDGFEVV. The MHC is HLA-B27:05 with pseudo-sequence HLA-B27:05. The binding affinity (normalized) is 0.0847. (3) The peptide sequence is FTDGVCLFW. The MHC is HLA-B07:02 with pseudo-sequence HLA-B07:02. The binding affinity (normalized) is 0.0847. (4) The peptide sequence is LMMILPAAL. The MHC is HLA-A02:01 with pseudo-sequence HLA-A02:01. The binding affinity (normalized) is 0.825. (5) The peptide sequence is KCDICTDEY. The MHC is HLA-A31:01 with pseudo-sequence HLA-A31:01. The binding affinity (normalized) is 0.0847. (6) The peptide sequence is LPFHRWHTMV. The MHC is HLA-B07:02 with pseudo-sequence HLA-B07:02. The binding affinity (normalized) is 0.433. (7) The peptide sequence is ALSMADIFI. The MHC is HLA-A03:01 with pseudo-sequence HLA-A03:01. The binding affinity (normalized) is 0.0847. (8) The peptide sequence is QSYEFLGLK. The MHC is HLA-B08:01 with pseudo-sequence HLA-B08:01. The binding affinity (normalized) is 0.0847.